This data is from Experimentally validated miRNA-target interactions with 360,000+ pairs, plus equal number of negative samples. The task is: Binary Classification. Given a miRNA mature sequence and a target amino acid sequence, predict their likelihood of interaction. (1) The miRNA is hsa-miR-484 with sequence UCAGGCUCAGUCCCCUCCCGAU. The protein sequence of the target gene is MEPGRRGAAALLALLCVACALRAGRAQYERYSFRSFPRDELMPLESAYRHALDKYSGEHWAESVGYLEISLRLHRLLRDSEAFCHRNCSAAPQPEPAAGLASYPELRLFGGLLRRAHCLKRCKQGLPAFRQSQPSREVLADFQRREPYKFLQFAYFKANNLPKAIAAAHTFLLKHPDDEMMKRNMAYYKSLPGAEDYIKDLETKSYESLFIRAVRAYNGENWRTSITDMELALPDFFKAFYECLAACEGSREIKDFKDFYLSIADHYVEVLECKIQCEENLTPVIGGYPVEKFVATMYHY.... Result: 1 (interaction). (2) The miRNA is hsa-miR-4755-3p with sequence AGCCAGGCUCUGAAGGGAAAGU. The protein sequence of the target gene is MAAAAAAGAASGLPGPVAQGLKEALVDTLTGILSPVQEVRAAAEEQIKVLEVTEEFGVHLAELTVDPQGALAIRQLASVILKQYVETHWCAQSEKFRPPETTERAKIVIRELLPNGLRESISKVRSSVAYAVSAIAHWDWPEAWPQLFNLLMEMLVSGDLNAVHGAMRVLTEFTREVTDTQMPLVAPVILPEMYKIFTMAEVYGIRTRSRAVEIFTTCAHMICNMEELEKGAAKVLIFPVVQQFTEAFVQALQIPDGPTSDSGFKMEVLKAVTALVKNFPKHMVSSMQQILPIVWNTLTE.... Result: 1 (interaction).